Dataset: Reaction yield outcomes from USPTO patents with 853,638 reactions. Task: Predict the reaction yield, written as a fraction of the theoretical maximum amount of product (1.0 means a 100% yield; for example, 0.34 means a 34% yield). (1) The reactants are C(=NO)C1C(=CC=CC=1)O.C([O-])([O-])=O.[Cs+].[Cs+].[NH:17]1[C:21]([C:22]2[C:27](=[O:28])[CH:26]=[CH:25][N:24]([C:29]3[CH:34]=[CH:33][CH:32]=[C:31]([C:35]([F:38])([F:37])[F:36])[CH:30]=3)[N:23]=2)=[CH:20][CH:19]=[N:18]1.I[C:40]1[S:41][CH:42]=[CH:43][CH:44]=1. The catalyst is CC#N.CCOC(C)=O.O.[Cu-]=O. The product is [S:41]1[CH:42]=[CH:43][CH:44]=[C:40]1[N:17]1[C:21]([C:22]2[C:27](=[O:28])[CH:26]=[CH:25][N:24]([C:29]3[CH:34]=[CH:33][CH:32]=[C:31]([C:35]([F:37])([F:36])[F:38])[CH:30]=3)[N:23]=2)=[CH:20][CH:19]=[N:18]1. The yield is 0.0300. (2) The reactants are [NH:1]1[CH2:6][CH2:5][O:4][CH2:3][CH2:2]1.Cl[C:8]1[CH:13]=[CH:12][CH:11]=[CH:10][CH:9]=1.CC([O-])(C)C.[Na+].C1COCC1. The catalyst is ClCCl.Cl[Pd]Cl. The product is [C:8]1([N:1]2[CH2:6][CH2:5][O:4][CH2:3][CH2:2]2)[CH:13]=[CH:12][CH:11]=[CH:10][CH:9]=1. The yield is 0.990. (3) The reactants are [Br:1][C:2]1[CH:9]=[C:8](I)[C:5]([CH:6]=[O:7])=[CH:4][N:3]=1.[C:11](=[O:18])([O:13][C:14]([CH3:17])([CH3:16])[CH3:15])[NH2:12].C1(P(C2C=CC=CC=2)C2C3OC4C(=CC=CC=4P(C4C=CC=CC=4)C4C=CC=CC=4)C(C)(C)C=3C=CC=2)C=CC=CC=1.C(=O)([O-])[O-].[Cs+].[Cs+]. The catalyst is O1CCOCC1.C(OCC)(=O)C.C([O-])(=O)C.[Pd+2].C([O-])(=O)C. The product is [Br:1][C:2]1[CH:9]=[C:8]([NH:12][C:11](=[O:18])[O:13][C:14]([CH3:17])([CH3:16])[CH3:15])[C:5]([CH:6]=[O:7])=[CH:4][N:3]=1. The yield is 0.400. (4) The reactants are [Cl:1][C:2]1[CH:7]=[CH:6][C:5]([OH:8])=[C:4]([C:9]2[C:14](Cl)=[C:13]([Cl:16])[N:12]=[C:11]([Cl:17])[N:10]=2)[CH:3]=1.Cl. The catalyst is S1C=CC=C1C([O-])=O.[Cu+].CN1CCCC1=O. The product is [Cl:17][C:11]1[N:12]=[C:13]([Cl:16])[C:14]2[O:8][C:5]3[CH:6]=[CH:7][C:2]([Cl:1])=[CH:3][C:4]=3[C:9]=2[N:10]=1. The yield is 0.830. (5) The reactants are C([N:8]1[CH:12]=[CH:11][N:10]=[C:9]1[CH:13]1[NH:25][C:23]2[C:24]3[C:15](=[N:16][NH:17][C:18](=[O:26])[C:19]=3[CH:20]=[CH:21][CH:22]=2)[CH:14]1[C:27]1[CH:32]=[CH:31][C:30]([F:33])=[CH:29][CH:28]=1)C1C=CC=CC=1. The catalyst is CO.[OH-].[Pd+2].[OH-]. The product is [F:33][C:30]1[CH:29]=[CH:28][C:27]([CH:14]2[C:15]3=[N:16][NH:17][C:18](=[O:26])[C:19]4[CH:20]=[CH:21][CH:22]=[C:23]([C:24]=43)[NH:25][CH:13]2[C:9]2[NH:8][CH:12]=[CH:11][N:10]=2)=[CH:32][CH:31]=1. The yield is 0.940. (6) The reactants are [CH2:1]([C:3]([C:22]1[CH:27]=[CH:26][C:25](/[CH:28]=[CH:29]/[C:30]2([OH:36])[CH2:35][CH2:34][CH2:33][CH2:32][CH2:31]2)=[C:24]([CH3:37])[CH:23]=1)([C:6]1[CH:11]=[CH:10][C:9](B2OC(C)(C)C(C)(C)O2)=[C:8]([CH3:21])[CH:7]=1)[CH2:4][CH3:5])[CH3:2].[CH3:38][O:39][C:40](=[O:49])[CH2:41][C:42]1[CH:43]=[N:44][CH:45]=[C:46](Br)[CH:47]=1.P([O-])([O-])([O-])=O.[K+].[K+].[K+].[CH3:58]N(C)C=O. No catalyst specified. The product is [CH2:38]([O:39][C:40](=[O:49])[CH2:41][C:42]1[CH:43]=[N:44][CH:45]=[C:46]([C:9]2[CH:10]=[CH:11][C:6]([C:3]([CH2:4][CH3:5])([C:22]3[CH:27]=[CH:26][C:25](/[CH:28]=[CH:29]/[C:30]4([OH:36])[CH2:31][CH2:32][CH2:33][CH2:34][CH2:35]4)=[C:24]([CH3:37])[CH:23]=3)[CH2:1][CH3:2])=[CH:7][C:8]=2[CH3:21])[CH:47]=1)[CH3:58]. The yield is 0.910. (7) The product is [Cl:1][C:2]1[N:7]=[C:6]([NH:8][CH2:9][CH3:10])[C:5]([NH2:11])=[CH:4][CH:3]=1. The reactants are [Cl:1][C:2]1[N:7]=[C:6]([NH:8][CH2:9][CH3:10])[C:5]([N+:11]([O-])=O)=[CH:4][CH:3]=1.[Cl-].[NH4+]. The catalyst is C(O)C.O.CCOC(C)=O.[Fe]. The yield is 1.00.